Task: Regression. Given two drug SMILES strings and cell line genomic features, predict the synergy score measuring deviation from expected non-interaction effect.. Dataset: NCI-60 drug combinations with 297,098 pairs across 59 cell lines (1) Drug 1: C1=C(C(=O)NC(=O)N1)N(CCCl)CCCl. Drug 2: CN1C2=C(C=C(C=C2)N(CCCl)CCCl)N=C1CCCC(=O)O.Cl. Cell line: UACC-257. Synergy scores: CSS=5.68, Synergy_ZIP=-1.96, Synergy_Bliss=1.98, Synergy_Loewe=-8.66, Synergy_HSA=-1.27. (2) Drug 1: COC1=CC(=CC(=C1O)OC)C2C3C(COC3=O)C(C4=CC5=C(C=C24)OCO5)OC6C(C(C7C(O6)COC(O7)C8=CC=CS8)O)O. Drug 2: C1=C(C(=O)NC(=O)N1)F. Cell line: HCT116. Synergy scores: CSS=68.5, Synergy_ZIP=-2.66, Synergy_Bliss=-4.58, Synergy_Loewe=-2.35, Synergy_HSA=0.947.